This data is from Forward reaction prediction with 1.9M reactions from USPTO patents (1976-2016). The task is: Predict the product of the given reaction. (1) Given the reactants [N:1]1[C:9]2[C:4](=[N:5][CH:6]=[CH:7][CH:8]=2)[N:3]([C:10]2[CH:20]=[CH:19][C:13]([C:14]([O:16]CC)=O)=[CH:12][CH:11]=2)[CH:2]=1.Cl.[CH3:22][O:23][C:24]1[CH:29]=[CH:28][C:27]([C:30]([CH:32]2[CH2:37][CH2:36][NH:35][CH2:34][CH2:33]2)=[O:31])=[CH:26][CH:25]=1, predict the reaction product. The product is: [N:1]1[C:9]2[C:4](=[N:5][CH:6]=[CH:7][CH:8]=2)[N:3]([C:10]2[CH:11]=[CH:12][C:13]([C:14]([N:35]3[CH2:36][CH2:37][CH:32]([C:30](=[O:31])[C:27]4[CH:26]=[CH:25][C:24]([O:23][CH3:22])=[CH:29][CH:28]=4)[CH2:33][CH2:34]3)=[O:16])=[CH:19][CH:20]=2)[CH:2]=1. (2) Given the reactants [CH3:1][C:2]1[CH:7]=[C:6]([N:8]2[CH2:12][CH2:11][CH:10]([CH2:13][N:14]3[CH2:18][CH2:17][CH2:16][CH:15]3[CH3:19])[CH2:9]2)[CH:5]=[CH:4][C:3]=1[NH2:20].[CH2:21]([O:28][CH2:29][C:30]1[CH:38]=[CH:37][C:33]([C:34](O)=[O:35])=[CH:32][N:31]=1)[C:22]1[CH:27]=[CH:26][CH:25]=[CH:24][CH:23]=1, predict the reaction product. The product is: [CH2:21]([O:28][CH2:29][C:30]1[CH:38]=[CH:37][C:33]([C:34]([NH:20][C:3]2[CH:4]=[CH:5][C:6]([N:8]3[CH2:12][CH2:11][CH:10]([CH2:13][N:14]4[CH2:18][CH2:17][CH2:16][CH:15]4[CH3:19])[CH2:9]3)=[CH:7][C:2]=2[CH3:1])=[O:35])=[CH:32][N:31]=1)[C:22]1[CH:23]=[CH:24][CH:25]=[CH:26][CH:27]=1. (3) Given the reactants [OH:1][C:2]1[C:3]([C:10]([NH:12][C@H:13]2[CH2:21][CH2:20][CH2:19][C@H:18]([CH2:22][C:23]3[CH:28]=[CH:27][C:26]([CH3:29])=[CH:25][CH:24]=3)[C@@H:17]([O:30][C:31]3[CH:36]=[CH:35][CH:34]=[CH:33][CH:32]=3)[C@H:16]([CH3:37])[O:15][C:14]2=[O:38])=[O:11])=[N:4][CH:5]=[CH:6][C:7]=1[O:8][CH3:9].[C:39](Cl)(=[O:41])[CH3:40].CCN(CC)CC, predict the reaction product. The product is: [C:39]([O:1][C:2]1[C:3]([C:10](=[O:11])[NH:12][C@H:13]2[CH2:21][CH2:20][CH2:19][C@H:18]([CH2:22][C:23]3[CH:24]=[CH:25][C:26]([CH3:29])=[CH:27][CH:28]=3)[C@@H:17]([O:30][C:31]3[CH:36]=[CH:35][CH:34]=[CH:33][CH:32]=3)[C@H:16]([CH3:37])[O:15][C:14]2=[O:38])=[N:4][CH:5]=[CH:6][C:7]=1[O:8][CH3:9])(=[O:41])[CH3:40]. (4) The product is: [CH2:1]([O:8][C:9]1[C:10]2[N:11]([C:15]([C:18]3[CH:23]=[CH:22][N:21]=[C:20]([NH:25][CH:26]4[CH2:31][CH2:30][CH:29]([NH:32][S:33]([CH3:36])(=[O:35])=[O:34])[CH2:28][CH2:27]4)[N:19]=3)=[CH:16][N:17]=2)[CH:12]=[CH:13][CH:14]=1)[C:2]1[CH:7]=[CH:6][CH:5]=[CH:4][CH:3]=1. Given the reactants [CH2:1]([O:8][C:9]1[C:10]2[N:11]([C:15]([C:18]3[CH:23]=[CH:22][N:21]=[C:20](Cl)[N:19]=3)=[CH:16][N:17]=2)[CH:12]=[CH:13][CH:14]=1)[C:2]1[CH:7]=[CH:6][CH:5]=[CH:4][CH:3]=1.[NH2:25][CH:26]1[CH2:31][CH2:30][CH:29]([NH:32][S:33]([CH3:36])(=[O:35])=[O:34])[CH2:28][CH2:27]1, predict the reaction product. (5) Given the reactants [N:1]1([C:10]2[CH:15]=[CH:14][C:13]([N:16]3[C:20]4=[N:21][CH:22]=[CH:23][CH:24]=[C:19]4[NH:18][C:17]3=[O:25])=[CH:12][CH:11]=2)[C:5]2=[N:6][CH:7]=[CH:8][CH:9]=[C:4]2[CH:3]=[N:2]1.I[CH2:27][CH3:28], predict the reaction product. The product is: [CH2:27]([N:18]1[C:19]2[C:20](=[N:21][CH:22]=[CH:23][CH:24]=2)[N:16]([C:13]2[CH:14]=[CH:15][C:10]([N:1]3[C:5]4=[N:6][CH:7]=[CH:8][CH:9]=[C:4]4[CH:3]=[N:2]3)=[CH:11][CH:12]=2)[C:17]1=[O:25])[CH3:28]. (6) The product is: [NH2:20][C:18]1[N:19]=[C:14]([C:7]2[CH:8]=[C:3]([CH:4]=[CH:5][C:6]=2[CH3:12])[C:1]#[N:2])[CH:15]=[C:16]([NH:21][CH3:22])[N:17]=1. Given the reactants [C:1]([C:3]1[CH:4]=[CH:5][C:6]([CH3:12])=[C:7](B(O)O)[CH:8]=1)#[N:2].I[C:14]1[N:19]=[C:18]([NH2:20])[N:17]=[C:16]([NH:21][CH3:22])[CH:15]=1, predict the reaction product. (7) Given the reactants Cl[C:2]1[N:3]=[C:4]([O:12][C@H:13]2[C@H:17]([CH3:18])[CH2:16][N:15]([C:19]([O:21][C:22]([CH3:25])([CH3:24])[CH3:23])=[O:20])[CH2:14]2)[C:5]2[C:10]([CH:11]=1)=[CH:9][CH:8]=[CH:7][CH:6]=2.[CH3:26][N:27](C=O)C, predict the reaction product. The product is: [C:26]([C:2]1[N:3]=[C:4]([O:12][C@H:13]2[C@H:17]([CH3:18])[CH2:16][N:15]([C:19]([O:21][C:22]([CH3:25])([CH3:24])[CH3:23])=[O:20])[CH2:14]2)[C:5]2[C:10]([CH:11]=1)=[CH:9][CH:8]=[CH:7][CH:6]=2)#[N:27].